The task is: Binary Classification. Given a drug SMILES string, predict its activity (active/inactive) in a high-throughput screening assay against a specified biological target.. This data is from Cav3 T-type calcium channel HTS with 100,875 compounds. (1) The molecule is o1c2c(nc(nc2NC(C)C)C)c2c1cccc2. The result is 0 (inactive). (2) The molecule is O=C(Nc1c(OC)cccc1)C=1C(n2[nH]c(nc2=NC1C)c1ccc(N(C)C)cc1)c1ccncc1. The result is 0 (inactive). (3) The compound is S(Cc1ccccc1)c1nc(c(nn1)c1ccccc1)c1ccccc1. The result is 0 (inactive). (4) The molecule is S(c1nc2CCN(Cc2cc1C#N)CC)CC(=O)Nc1ccc(OC)cc1. The result is 0 (inactive). (5) The compound is S(=O)(=O)(N(CC)CC)c1cc(c(N2CCCCC2)cc1)C(=O)Nc1c(N2CCOCC2)cccc1. The result is 1 (active). (6) The molecule is S(c1ccc(CN(CC(=O)NC(=O)NC(C)(C)C)C)cc1)C. The result is 0 (inactive). (7) The compound is S(=O)(=O)(N\N=C\c1ccc(OCC(=O)NC(c2ccccc2)C)cc1)c1ccccc1. The result is 0 (inactive). (8) The result is 0 (inactive). The compound is S(=O)(=O)(Nc1cc(ccc1)C(=O)C)c1c(OC)ccc(OC)c1. (9) The compound is o1c2c(n(CCCOc3c(OC)cccc3)c1=O)cc(cc2)C. The result is 0 (inactive). (10) The molecule is S(=O)(=O)(c1c(n(nc1)c1ccccc1)c1ccc(F)cc1)c1ccccc1. The result is 1 (active).